From a dataset of Forward reaction prediction with 1.9M reactions from USPTO patents (1976-2016). Predict the product of the given reaction. (1) Given the reactants [OH-].[Na+].[NH2:3][CH2:4][CH2:5][CH2:6][CH2:7][CH2:8][CH2:9][CH2:10][CH2:11][CH2:12][CH2:13][CH2:14][C:15]([OH:17])=[O:16].[C:18](Cl)(=[O:22])[C:19]([CH3:21])=[CH2:20].Cl.[Cl-].[Na+], predict the reaction product. The product is: [C:18]([NH:3][CH2:4][CH2:5][CH2:6][CH2:7][CH2:8][CH2:9][CH2:10][CH2:11][CH2:12][CH2:13][CH2:14][C:15]([OH:17])=[O:16])(=[O:22])[C:19]([CH3:21])=[CH2:20]. (2) Given the reactants Br[C:2]1[CH:11]=[C:10]2[C:5]([CH:6]=[C:7]([C:12]([O:14][CH2:15][CH3:16])=[O:13])[CH:8]=[N:9]2)=[N:4][CH:3]=1.C(=O)([O-])[O-].[Cs+].[Cs+].[NH:23]1[CH:27]=[CH:26][CH:25]=[N:24]1.CN(C)C=O, predict the reaction product. The product is: [N:23]1([C:2]2[CH:11]=[C:10]3[C:5]([CH:6]=[C:7]([C:12]([O:14][CH2:15][CH3:16])=[O:13])[CH:8]=[N:9]3)=[N:4][CH:3]=2)[CH:27]=[CH:26][CH:25]=[N:24]1. (3) Given the reactants [CH3:1][C:2]1([CH3:18])[C:6]([CH3:8])([CH3:7])[O:5][B:4]([C:9]2[CH:17]=[CH:16][C:12]([C:13]([OH:15])=O)=[CH:11][CH:10]=2)[O:3]1.[NH:19]1[CH2:24][CH2:23][O:22][CH2:21][CH2:20]1.[CH:25]1[CH:26]=CC2N(O)N=NC=2[CH:30]=1.CCN=C=NCCCN(C)C.Cl.C(N(CC)CC)C, predict the reaction product. The product is: [CH:25]([O:5][CH:6]([CH3:7])[CH3:8])([CH3:26])[CH3:30].[CH3:18][C:2]1([CH3:1])[C:6]([CH3:7])([CH3:8])[O:5][B:4]([C:9]2[CH:10]=[CH:11][C:12]([C:13]([N:19]3[CH2:24][CH2:23][O:22][CH2:21][CH2:20]3)=[O:15])=[CH:16][CH:17]=2)[O:3]1. (4) Given the reactants [F:1][C:2]1[CH:3]=[C:4]([C@H:10]2[NH:15][C@@H:14]([C:16]([OH:19])([CH3:18])[CH3:17])[CH2:13][O:12][CH2:11]2)[CH:5]=[C:6]([F:9])[C:7]=1[F:8].N1C=CC=CC=1.[C:26](Cl)(=[O:30])[C:27](Cl)=[O:28], predict the reaction product. The product is: [CH3:18][C:16]1([CH3:17])[C@H:14]2[CH2:13][O:12][CH2:11][C@@H:10]([C:4]3[CH:3]=[C:2]([F:1])[C:7]([F:8])=[C:6]([F:9])[CH:5]=3)[N:15]2[C:27](=[O:28])[C:26](=[O:30])[O:19]1. (5) The product is: [Br:14][C:15]1[CH:20]=[CH:19][C:18]([O:5][CH:4]([C:6]2[CH:11]=[CH:10][C:9]([Cl:12])=[CH:8][CH:7]=2)[C:3]([OH:2])=[O:13])=[CH:17][CH:16]=1.[Br:14][C:15]1[CH:20]=[CH:19][C:18]([O:21][CH:4]([C:6]2[CH:7]=[CH:8][C:9]([Cl:12])=[CH:10][CH:11]=2)[C:3]([NH:22][C:23]2[CH:28]=[CH:27][CH:26]=[CH:25][N:24]=2)=[O:13])=[CH:17][CH:16]=1. Given the reactants C[O:2][C:3](=[O:13])[CH:4]([C:6]1[CH:11]=[CH:10][C:9]([Cl:12])=[CH:8][CH:7]=1)[OH:5].[Br:14][C:15]1[CH:20]=[CH:19][C:18]([OH:21])=[CH:17][CH:16]=1.[NH2:22][C:23]1[CH:28]=[CH:27][CH:26]=[CH:25][N:24]=1, predict the reaction product. (6) Given the reactants [CH2:1]([O:5][C:6]1[N:14]=[C:13]2[C:9]([N:10]=[C:11]([O:26]C)[N:12]2[CH2:15][CH2:16][CH2:17][CH2:18][CH2:19][CH:20]2[CH2:25][CH2:24][NH:23][CH2:22][CH2:21]2)=[C:8]([NH2:28])[N:7]=1)[CH2:2][CH2:3][CH3:4].Br[CH2:30][CH2:31][CH:32]([CH3:34])[CH3:33], predict the reaction product. The product is: [NH2:28][C:8]1[N:7]=[C:6]([O:5][CH2:1][CH2:2][CH2:3][CH3:4])[N:14]=[C:13]2[C:9]=1[NH:10][C:11](=[O:26])[N:12]2[CH2:15][CH2:16][CH2:17][CH2:18][CH2:19][CH:20]1[CH2:21][CH2:22][N:23]([CH2:30][CH2:31][CH:32]([CH3:34])[CH3:33])[CH2:24][CH2:25]1. (7) Given the reactants C([SiH2][O:6][C:7](C)(C)[C:8]1[CH:9]=[CH:10][C:11]([NH:14][C:15]([C:17]2[CH:27]=[C:26]([O:28][C:29]3[CH:34]=[CH:33][C:32]([S:35]([CH3:38])(=[O:37])=[O:36])=[CH:31][CH:30]=3)[C:20]3[CH2:21][C:22]([CH3:25])([CH3:24])[O:23][C:19]=3[CH:18]=2)=[O:16])=[N:12][CH:13]=1)(C)(C)C.CCCC[N+](CCCC)(CCCC)CCCC.[F-].C1COCC1, predict the reaction product. The product is: [OH:6][CH2:7][C:8]1[CH:9]=[CH:10][C:11]([NH:14][C:15]([C:17]2[CH:27]=[C:26]([O:28][C:29]3[CH:30]=[CH:31][C:32]([S:35]([CH3:38])(=[O:36])=[O:37])=[CH:33][CH:34]=3)[C:20]3[CH2:21][C:22]([CH3:25])([CH3:24])[O:23][C:19]=3[CH:18]=2)=[O:16])=[N:12][CH:13]=1.